From a dataset of NCI-60 drug combinations with 297,098 pairs across 59 cell lines. Regression. Given two drug SMILES strings and cell line genomic features, predict the synergy score measuring deviation from expected non-interaction effect. (1) Drug 1: CC12CCC3C(C1CCC2=O)CC(=C)C4=CC(=O)C=CC34C. Drug 2: CCC1(C2=C(COC1=O)C(=O)N3CC4=CC5=C(C=CC(=C5CN(C)C)O)N=C4C3=C2)O.Cl. Cell line: HCT116. Synergy scores: CSS=52.0, Synergy_ZIP=-1.32, Synergy_Bliss=-1.45, Synergy_Loewe=-5.46, Synergy_HSA=-0.171. (2) Drug 1: CC1=C(C=C(C=C1)NC(=O)C2=CC=C(C=C2)CN3CCN(CC3)C)NC4=NC=CC(=N4)C5=CN=CC=C5. Drug 2: CC12CCC3C(C1CCC2OP(=O)(O)O)CCC4=C3C=CC(=C4)OC(=O)N(CCCl)CCCl.[Na+]. Cell line: SK-MEL-28. Synergy scores: CSS=16.1, Synergy_ZIP=-1.51, Synergy_Bliss=4.73, Synergy_Loewe=-1.89, Synergy_HSA=-1.72. (3) Drug 1: C1=C(C(=O)NC(=O)N1)F. Drug 2: CCCS(=O)(=O)NC1=C(C(=C(C=C1)F)C(=O)C2=CNC3=C2C=C(C=N3)C4=CC=C(C=C4)Cl)F. Cell line: TK-10. Synergy scores: CSS=25.2, Synergy_ZIP=-0.568, Synergy_Bliss=-0.338, Synergy_Loewe=0.00428, Synergy_HSA=2.55. (4) Drug 1: C1C(C(OC1N2C=NC3=C(N=C(N=C32)Cl)N)CO)O. Drug 2: C1CC(=O)NC(=O)C1N2C(=O)C3=CC=CC=C3C2=O. Cell line: K-562. Synergy scores: CSS=48.6, Synergy_ZIP=-1.61, Synergy_Bliss=-4.93, Synergy_Loewe=-22.3, Synergy_HSA=-1.08. (5) Drug 1: C1CCC(CC1)NC(=O)N(CCCl)N=O. Drug 2: C1C(C(OC1N2C=NC(=NC2=O)N)CO)O. Cell line: NCI/ADR-RES. Synergy scores: CSS=11.4, Synergy_ZIP=-5.80, Synergy_Bliss=-5.97, Synergy_Loewe=-10.1, Synergy_HSA=-5.97. (6) Drug 1: C1=CN(C(=O)N=C1N)C2C(C(C(O2)CO)O)O.Cl. Drug 2: CCCCCOC(=O)NC1=NC(=O)N(C=C1F)C2C(C(C(O2)C)O)O. Cell line: K-562. Synergy scores: CSS=34.7, Synergy_ZIP=-1.39, Synergy_Bliss=-1.86, Synergy_Loewe=-7.26, Synergy_HSA=0.310. (7) Drug 1: C1=CC(=CC=C1C#N)C(C2=CC=C(C=C2)C#N)N3C=NC=N3. Drug 2: CC(C)(C#N)C1=CC(=CC(=C1)CN2C=NC=N2)C(C)(C)C#N. Cell line: ACHN. Synergy scores: CSS=-6.61, Synergy_ZIP=3.53, Synergy_Bliss=0.606, Synergy_Loewe=-8.14, Synergy_HSA=-8.24. (8) Drug 1: CN(C)C1=NC(=NC(=N1)N(C)C)N(C)C. Drug 2: CN(CC1=CN=C2C(=N1)C(=NC(=N2)N)N)C3=CC=C(C=C3)C(=O)NC(CCC(=O)O)C(=O)O. Cell line: HCT-15. Synergy scores: CSS=45.6, Synergy_ZIP=4.82, Synergy_Bliss=3.27, Synergy_Loewe=-35.3, Synergy_HSA=-1.44. (9) Drug 1: C1=CC(=C2C(=C1NCCNCCO)C(=O)C3=C(C=CC(=C3C2=O)O)O)NCCNCCO. Drug 2: COC1=NC(=NC2=C1N=CN2C3C(C(C(O3)CO)O)O)N. Cell line: OVCAR-8. Synergy scores: CSS=44.9, Synergy_ZIP=4.43, Synergy_Bliss=5.30, Synergy_Loewe=-16.9, Synergy_HSA=6.00.